From a dataset of Peptide-MHC class II binding affinity with 134,281 pairs from IEDB. Regression. Given a peptide amino acid sequence and an MHC pseudo amino acid sequence, predict their binding affinity value. This is MHC class II binding data. (1) The peptide sequence is PAADKFKTFEAAFTS. The MHC is DRB1_0701 with pseudo-sequence DRB1_0701. The binding affinity (normalized) is 0.399. (2) The peptide sequence is TAALLLLVAHYAIIG. The MHC is DRB1_1501 with pseudo-sequence DRB1_1501. The binding affinity (normalized) is 0.477. (3) The MHC is H-2-IAb with pseudo-sequence H-2-IAb. The binding affinity (normalized) is 0. The peptide sequence is LILGDSLELELLGSK. (4) The peptide sequence is PVVVHITDDNEEPIA. The MHC is DRB1_0301 with pseudo-sequence DRB1_0301. The binding affinity (normalized) is 0. (5) The peptide sequence is IAATAGTTVYGAFAA. The MHC is HLA-DPA10103-DPB10401 with pseudo-sequence HLA-DPA10103-DPB10401. The binding affinity (normalized) is 0.204. (6) The peptide sequence is GELQIVDKIDIAFKI. The MHC is DRB1_0701 with pseudo-sequence DRB1_0701. The binding affinity (normalized) is 0.604. (7) The peptide sequence is TVAAAPQVKYAVFEA. The MHC is HLA-DPA10103-DPB10201 with pseudo-sequence HLA-DPA10103-DPB10201. The binding affinity (normalized) is 0.444. (8) The peptide sequence is EYKSDYVYEPFPKEV. The MHC is DRB3_0202 with pseudo-sequence DRB3_0202. The binding affinity (normalized) is 0.134. (9) The peptide sequence is GLVPKLDAAYSVAYK. The MHC is HLA-DPA10301-DPB10402 with pseudo-sequence HLA-DPA10301-DPB10402. The binding affinity (normalized) is 0.254. (10) The peptide sequence is EKKYFAATHFEPLAA. The MHC is DRB1_1602 with pseudo-sequence DRB1_1602. The binding affinity (normalized) is 0.586.